From a dataset of Full USPTO retrosynthesis dataset with 1.9M reactions from patents (1976-2016). Predict the reactants needed to synthesize the given product. (1) Given the product [C:10]([NH:14][S:6]([C:2]1[S:1][CH:5]=[CH:4][CH:3]=1)(=[O:8])=[O:7])([CH3:13])([CH3:12])[CH3:11], predict the reactants needed to synthesize it. The reactants are: [S:1]1[CH:5]=[CH:4][CH:3]=[C:2]1[S:6](Cl)(=[O:8])=[O:7].[C:10]([NH2:14])([CH3:13])([CH3:12])[CH3:11].C1(C)C=CC=CC=1. (2) The reactants are: [CH2:1]([O:4][C:5]1[CH:22]=[CH:21][C:8]([C:9]([C:11]2[CH:16]=[CH:15][CH:14]=[CH:13][C:12]=2[O:17]COC)=[O:10])=[CH:7][CH:6]=1)[CH:2]=[CH2:3].Cl. Given the product [CH2:1]([O:4][C:5]1[CH:22]=[CH:21][C:8]([C:9]([C:11]2[CH:16]=[CH:15][CH:14]=[CH:13][C:12]=2[OH:17])=[O:10])=[CH:7][CH:6]=1)[CH:2]=[CH2:3], predict the reactants needed to synthesize it. (3) Given the product [C:1]([C:5]1[CH:30]=[CH:29][C:8]([O:9][CH2:10][CH2:11][CH2:12][CH2:13][CH2:14][CH2:15][CH2:16][CH2:17][NH2:18])=[CH:7][CH:6]=1)([CH3:4])([CH3:2])[CH3:3], predict the reactants needed to synthesize it. The reactants are: [C:1]([C:5]1[CH:30]=[CH:29][C:8]([O:9][CH2:10][CH2:11][CH2:12][CH2:13][CH2:14][CH2:15][CH2:16][CH2:17][N:18]2C(=O)C3=CC=CC=C3C2=O)=[CH:7][CH:6]=1)([CH3:4])([CH3:3])[CH3:2].O.NN.C(OC1C=C(CN)C=CC=1)CCCCC. (4) Given the product [CH2:29]([O:31][P:32]([O:11][C@H:10]([C@@H:8]([OH:9])[C:1]([O:3][C:4]([CH3:7])([CH3:6])[CH3:5])=[O:2])[C:12]([O:14][C:15]([CH3:18])([CH3:17])[CH3:16])=[O:13])([O:33][CH2:34][CH3:35])=[O:36])[CH3:30], predict the reactants needed to synthesize it. The reactants are: [C:1]([CH:8]([CH:10]([C:12]([O:14][C:15]([CH3:18])([CH3:17])[CH3:16])=[O:13])[OH:11])[OH:9])([O:3][C:4]([CH3:7])([CH3:6])[CH3:5])=[O:2].ClCCl.C(N(CC)CC)C.[CH2:29]([O:31][P:32](Cl)(=[O:36])[O:33][CH2:34][CH3:35])[CH3:30]. (5) Given the product [CH3:1][O:2][C:3](=[O:32])/[C:4](=[CH:39]\[C:36]1[CH:37]=[CH:38][C:33]([C:41]2[CH:46]=[CH:45][CH:44]=[CH:43][CH:42]=2)=[CH:34][CH:35]=1)/[CH2:5][C:6]([O:8][C:9]([CH3:11])([CH3:10])[CH3:12])=[O:7], predict the reactants needed to synthesize it. The reactants are: [CH3:1][O:2][C:3](=[O:32])[C:4](=P(C1C=CC=CC=1)(C1C=CC=CC=1)C1C=CC=CC=1)[CH2:5][C:6]([O:8][C:9]([CH3:12])([CH3:11])[CH3:10])=[O:7].[C:33]1([C:41]2[CH:46]=[CH:45][CH:44]=[CH:43][CH:42]=2)[CH:38]=[CH:37][C:36]([CH:39]=O)=[CH:35][CH:34]=1.